Dataset: Reaction yield outcomes from USPTO patents with 853,638 reactions. Task: Predict the reaction yield, written as a fraction of the theoretical maximum amount of product (1.0 means a 100% yield; for example, 0.34 means a 34% yield). The reactants are [F-].C([N+](CCCC)(CCCC)CCCC)CCC.[Cl:19][C:20]1[CH:21]=[CH:22][C:23]([CH:44]=[O:45])=[C:24]2[C:28]=1[N:27]=[C:26]1[N:29]([C:33]3[C:34]([CH2:42][CH3:43])=[N:35][C:36]([CH3:41])=[N:37][C:38]=3[CH2:39][CH3:40])[CH2:30][CH2:31][CH2:32][N:25]21.C[Si](C)(C)[C:48]([F:51])([F:50])[F:49].Cl.C(=O)([O-])O.[Na+]. The catalyst is O1CCCC1. The product is [Cl:19][C:20]1[C:28]2[N:27]=[C:26]3[N:29]([C:33]4[C:34]([CH2:42][CH3:43])=[N:35][C:36]([CH3:41])=[N:37][C:38]=4[CH2:39][CH3:40])[CH2:30][CH2:31][CH2:32][N:25]3[C:24]=2[C:23]([CH:44]([OH:45])[C:48]([F:51])([F:50])[F:49])=[CH:22][CH:21]=1. The yield is 0.960.